Dataset: Full USPTO retrosynthesis dataset with 1.9M reactions from patents (1976-2016). Task: Predict the reactants needed to synthesize the given product. (1) Given the product [CH:1]1([NH:6][C:7]2[CH:12]=[C:11]([S:47][C:41]3[CH:46]=[CH:45][CH:44]=[CH:43][CH:42]=3)[N:10]3[N:13]=[C:14]([C:28]4[CH:29]=[CH:30][C:31]([O:34][CH3:35])=[CH:32][CH:33]=4)[C:15]([C:16]4[CH:21]=[CH:20][N:19]=[C:18]([NH:22][CH:23]5[CH2:24][CH2:25][CH2:26][CH2:27]5)[N:17]=4)=[C:9]3[CH:8]=2)[CH2:2][CH2:3][CH2:4][CH2:5]1, predict the reactants needed to synthesize it. The reactants are: [CH:1]1([NH:6][C:7]2[CH:12]=[CH:11][N:10]3[N:13]=[C:14]([C:28]4[CH:33]=[CH:32][C:31]([O:34][CH3:35])=[CH:30][CH:29]=4)[C:15]([C:16]4[CH:21]=[CH:20][N:19]=[C:18]([NH:22][CH:23]5[CH2:27][CH2:26][CH2:25][CH2:24]5)[N:17]=4)=[C:9]3[CH:8]=2)[CH2:5][CH2:4][CH2:3][CH2:2]1.C([Li])CCC.[C:41]1([S:47][S:47][C:41]2[CH:46]=[CH:45][CH:44]=[CH:43][CH:42]=2)[CH:46]=[CH:45][CH:44]=[CH:43][CH:42]=1. (2) Given the product [CH2:1]([O:8][C:9]1[C:14](=[O:15])[N:13]2[CH:16]=[C:17]([CH3:20])[CH:18]=[CH:19][C:12]2=[N:11][C:10]=1[C:21]([NH:24][OH:25])=[NH:22])[C:2]1[CH:3]=[CH:4][CH:5]=[CH:6][CH:7]=1, predict the reactants needed to synthesize it. The reactants are: [CH2:1]([O:8][C:9]1[C:14](=[O:15])[N:13]2[CH:16]=[C:17]([CH3:20])[CH:18]=[CH:19][C:12]2=[N:11][C:10]=1[C:21]#[N:22])[C:2]1[CH:7]=[CH:6][CH:5]=[CH:4][CH:3]=1.Cl.[NH2:24][OH:25].C(=O)(O)[O-].[Na+]. (3) Given the product [F:1][C:2]1[CH:7]=[C:6]([I:8])[CH:5]=[CH:4][C:3]=1[N:9]1[C:21]2[C:12](=[CH:13][C:14]3[C:15]([CH3:23])=[N:16][CH:17]=[N:18][C:19]=3[C:20]=2[F:22])[N:11]([S:38]([CH:35]2[CH2:37][CH2:36]2)(=[O:40])=[O:39])[C:10]1=[O:24], predict the reactants needed to synthesize it. The reactants are: [F:1][C:2]1[CH:7]=[C:6]([I:8])[CH:5]=[CH:4][C:3]=1[N:9]1[C:21]2[C:12](=[CH:13][C:14]3[C:15]([CH3:23])=[N:16][CH:17]=[N:18][C:19]=3[C:20]=2[F:22])[NH:11][C:10]1=[O:24].[Li+].C[Si]([N-][Si](C)(C)C)(C)C.[CH:35]1([S:38](Cl)(=[O:40])=[O:39])[CH2:37][CH2:36]1. (4) Given the product [OH:27][CH2:26][C@@H:25]1[C@@H:19]2[O:28][C@@H:23]([CH2:22][N:21]([C:16]([C:13]3[S:14][CH:15]=[C:11]([C:7]4[S:6][C:5]([NH:4][C:1](=[O:3])[CH3:2])=[N:9][C:8]=4[CH3:10])[N:12]=3)=[O:17])[CH2:20]2)[O:24]1, predict the reactants needed to synthesize it. The reactants are: [C:1]([NH:4][C:5]1[S:6][C:7]([C:11]2[N:12]=[C:13]([C:16](Cl)=[O:17])[S:14][CH:15]=2)=[C:8]([CH3:10])[N:9]=1)(=[O:3])[CH3:2].[C@H:19]12[O:28][C@H:23]([O:24][C@@H:25]1[CH2:26][OH:27])[CH2:22][NH:21][CH2:20]2.C(N(CC)CC)C. (5) Given the product [Br:1][C:2]1[C:10]([OH:11])=[CH:9][C:5]([C:6]([O:8][C:13]2[C:22]3[C:17](=[CH:18][CH:19]=[CH:20][CH:21]=3)[CH:16]=[C:15]([O:23][C:6](=[O:7])[C:5]3[CH:4]=[C:3]([OH:12])[C:2]([Br:1])=[C:10]([OH:11])[CH:9]=3)[CH:14]=2)=[O:7])=[CH:4][C:3]=1[OH:12], predict the reactants needed to synthesize it. The reactants are: [Br:1][C:2]1[C:10]([OH:11])=[CH:9][C:5]([C:6]([OH:8])=[O:7])=[CH:4][C:3]=1[OH:12].[C:13]1(O)[C:22]2[C:17](=[CH:18][CH:19]=[CH:20][CH:21]=2)[CH:16]=[C:15]([OH:23])[CH:14]=1. (6) Given the product [CH:3]1([CH2:6][O:7][C:14]2[N:13]=[C:12]([C:10]([OH:11])=[O:9])[CH:17]=[CH:16][C:15]=2[N:18]2[CH2:22][CH2:21][C:20]([F:24])([F:23])[CH2:19]2)[CH2:5][CH2:4]1, predict the reactants needed to synthesize it. The reactants are: [H-].[Na+].[CH:3]1([CH2:6][OH:7])[CH2:5][CH2:4]1.C[O:9][C:10]([C:12]1[CH:17]=[CH:16][C:15]([N:18]2[CH2:22][CH2:21][C:20]([F:24])([F:23])[CH2:19]2)=[C:14](Cl)[N:13]=1)=[O:11].